Dataset: Reaction yield outcomes from USPTO patents with 853,638 reactions. Task: Predict the reaction yield, written as a fraction of the theoretical maximum amount of product (1.0 means a 100% yield; for example, 0.34 means a 34% yield). (1) The product is [CH:15]1([N:19]2[C:18]3[CH:44]=[CH:45][C:15]([C:13]([NH:12][CH:8]([CH:22]([CH3:20])[CH2:31][CH3:30])[C:9]([OH:11])=[O:10])=[O:14])=[CH:16][C:17]=3[N:21]=[C:20]2[C:22]2[CH:23]=[C:24]3[C:29](=[CH:30][CH:31]=2)[N:28]=[C:64]([C:65]2[CH:66]=[CH:67][CH:68]=[CH:69][CH:70]=2)[CH:59]=[N:25]3)[CH2:45][CH2:44][CH2:18][CH2:17][CH2:16]1. No catalyst specified. The yield is 0.540. The reactants are C1(C[CH:8]([NH:12][C:13]([C:15]2[CH:45]=[CH:44][C:18]3[N:19](C4CCCCC4)[C:20]([C:22]4[CH:23]=[C:24]5[C:29](=[CH:30][CH:31]=4)[N:28]=C(C4C=CC=CC=4)C=[N:25]5)=[N:21][C:17]=3[CH:16]=2)=[O:14])[C:9]([OH:11])=[O:10])CCCCC1.CC[C@@H]([C@H](NC(OCC1[C:70]2[C:65](=[CH:66][CH:67]=[CH:68][CH:69]=2)[C:64]2[C:59]1=CC=CC=2)=O)C=O)C. (2) The reactants are [NH2:1][CH:2]([CH3:28])[CH2:3][N:4]1[CH2:9][C:8]([CH3:11])([CH3:10])[O:7][CH2:6][CH:5]1[CH2:12][NH:13][C:14]1[CH:15]=[C:16]([Cl:27])[CH:17]=[C:18]2[C:26]=1[NH:25][C:24]1[CH:23]=[N:22][CH:21]=[CH:20][C:19]2=1.[CH3:29][C:30]1[C:35]([C:36](O)=[O:37])=[C:34]([CH3:39])[N:33]=[CH:32][N:31]=1.C([O-])(=[O:42])C.[NH4+]. No catalyst specified. The product is [Cl:27][C:16]1[CH:17]=[C:18]2[C:26](=[C:14]([NH:13][C:12]([CH:5]3[CH2:6][O:7][C:8]([CH3:11])([CH3:10])[CH2:9][N:4]3[CH2:3][CH:2]([NH:1][C:36]([C:35]3[C:34]([CH3:39])=[N:33][CH:32]=[N:31][C:30]=3[CH3:29])=[O:37])[CH3:28])=[O:42])[CH:15]=1)[NH:25][C:24]1[CH:23]=[N:22][CH:21]=[CH:20][C:19]2=1. The yield is 0.510. (3) The reactants are [OH-].[K+].[C:3]1([C:9]2[N:10]=[C:11]([CH2:14][O:15]C(=O)C3C=CC=CC=3)[S:12][CH:13]=2)[CH:8]=[CH:7][CH:6]=[CH:5][CH:4]=1.C(O)(=O)C1C=CC=CC=1. The catalyst is CCO. The product is [C:3]1([C:9]2[N:10]=[C:11]([CH2:14][OH:15])[S:12][CH:13]=2)[CH:4]=[CH:5][CH:6]=[CH:7][CH:8]=1. The yield is 0.870. (4) The reactants are CN(C)C=O.[H-].[Na+].[Cl:8][C:9]1[CH:14]=[C:13]([O:15][C:16]2[C:25]3[C:20](=[CH:21][C:22]([O:28][CH3:29])=[C:23]([O:26][CH3:27])[CH:24]=3)[N:19]=[CH:18][N:17]=2)[CH:12]=[CH:11][C:10]=1[NH:30][C:31](=[O:41])[O:32][CH2:33][C:34]1[CH:39]=[CH:38][CH:37]=[CH:36][C:35]=1[CH3:40].[CH2:42](I)[CH3:43]. The catalyst is O. The product is [Cl:8][C:9]1[CH:14]=[C:13]([O:15][C:16]2[C:25]3[C:20](=[CH:21][C:22]([O:28][CH3:29])=[C:23]([O:26][CH3:27])[CH:24]=3)[N:19]=[CH:18][N:17]=2)[CH:12]=[CH:11][C:10]=1[N:30]([CH2:42][CH3:43])[C:31](=[O:41])[O:32][CH2:33][C:34]1[CH:39]=[CH:38][CH:37]=[CH:36][C:35]=1[CH3:40]. The yield is 0.790. (5) The yield is 0.780. The catalyst is C(O)(=O)C. The reactants are [F:1][C:2]1[CH:7]=[CH:6][C:5]([F:8])=[CH:4][C:3]=1[S:9]([N:12]([C:16]1[CH:21]=[CH:20][CH:19]=[C:18]([C:22]2[N:23]=[C:24]([CH:27]3[CH2:32][CH2:31][O:30][CH2:29][CH2:28]3)[S:25][CH:26]=2)[C:17]=1[F:33])[CH2:13][O:14][CH3:15])(=[O:11])=[O:10].C([O-])(=O)C.[Na+].[Br:39]Br.[OH-].[Na+]. The product is [Br:39][C:26]1[S:25][C:24]([CH:27]2[CH2:32][CH2:31][O:30][CH2:29][CH2:28]2)=[N:23][C:22]=1[C:18]1[C:17]([F:33])=[C:16]([N:12]([CH2:13][O:14][CH3:15])[S:9]([C:3]2[CH:4]=[C:5]([F:8])[CH:6]=[CH:7][C:2]=2[F:1])(=[O:10])=[O:11])[CH:21]=[CH:20][CH:19]=1. (6) The reactants are C(OC(=O)[NH:7][C@H:8]1[CH2:13][CH2:12][C@H:11]([CH2:14][CH2:15][N:16]2[CH2:21][CH2:20][CH:19]([C:22]3[C:26]4[CH:27]=[C:28]([F:31])[CH:29]=[CH:30][C:25]=4[O:24][N:23]=3)[CH2:18][CH2:17]2)[CH2:10][CH2:9]1)(C)(C)C.[F:33][C:34]([F:39])([F:38])[C:35]([OH:37])=[O:36].C([O-])(O)=O.[Na+]. The catalyst is ClCCl. The product is [F:33][C:34]([F:39])([F:38])[C:35]([OH:37])=[O:36].[F:31][C:28]1[CH:29]=[CH:30][C:25]2[O:24][N:23]=[C:22]([CH:19]3[CH2:20][CH2:21][N:16]([CH2:15][CH2:14][C@H:11]4[CH2:12][CH2:13][C@H:8]([NH2:7])[CH2:9][CH2:10]4)[CH2:17][CH2:18]3)[C:26]=2[CH:27]=1. The yield is 1.00.